From a dataset of Forward reaction prediction with 1.9M reactions from USPTO patents (1976-2016). Predict the product of the given reaction. (1) Given the reactants [N:1]1[CH:6]=[CH:5][CH:4]=[CH:3][C:2]=1[CH:7]=[CH:8][C:9]1[C:17]2[C:12](=[CH:13][C:14]([NH:18][C:19]3[CH:27]=[CH:26][CH:25]=[CH:24][C:20]=3[C:21](O)=[O:22])=[CH:15][CH:16]=2)[NH:11][N:10]=1.[O:28]1[CH:32]=[CH:31][CH:30]=[C:29]1[CH2:33][NH2:34].C(N(CC)CC)C.CN(C(ON1N=NC2C=CC=NC1=2)=[N+](C)C)C.F[P-](F)(F)(F)(F)F, predict the reaction product. The product is: [O:28]1[CH:32]=[CH:31][CH:30]=[C:29]1[CH2:33][NH:34][C:21](=[O:22])[C:20]1[CH:24]=[CH:25][CH:26]=[CH:27][C:19]=1[NH:18][C:14]1[CH:13]=[C:12]2[C:17]([C:9](/[CH:8]=[CH:7]/[C:2]3[CH:3]=[CH:4][CH:5]=[CH:6][N:1]=3)=[N:10][NH:11]2)=[CH:16][CH:15]=1. (2) The product is: [CH3:18][N:19]([CH3:24])[S:20]([N:3]([CH3:2])[C:4]1[CH:5]=[CH:6][CH:7]=[C:8]2[C:12]=1[NH:11][C:10]([C:13]1[S:14][CH:15]=[CH:16][N:17]=1)=[CH:9]2)(=[O:22])=[O:21]. Given the reactants Cl.[CH3:2][NH:3][C:4]1[CH:5]=[CH:6][CH:7]=[C:8]2[C:12]=1[NH:11][C:10]([C:13]1[S:14][CH:15]=[CH:16][N:17]=1)=[CH:9]2.[CH3:18][N:19]([CH3:24])[S:20](Cl)(=[O:22])=[O:21], predict the reaction product. (3) Given the reactants [CH3:1][N:2]1[C:10]2[C:5](=[CH:6][C:7]([C:11]3[C:12](=[O:17])[NH:13][CH:14]=[CH:15][CH:16]=3)=[CH:8][CH:9]=2)[CH:4]=[N:3]1.Br[C:19]1[S:20][C:21]2[C:27]([C:28]3[CH:33]=[CH:32][C:31]([Cl:34])=[CH:30][CH:29]=3)=[C:26]([C@H:35]([O:40][C:41]([CH3:44])([CH3:43])[CH3:42])[C:36]([O:38][CH3:39])=[O:37])[C:25]([CH3:45])=[CH:24][C:22]=2[N:23]=1.CN[C@@H]1CCCC[C@H]1NC.C(=O)([O-])[O-].[K+].[K+], predict the reaction product. The product is: [C:41]([O:40][C@@H:35]([C:26]1[C:25]([CH3:45])=[CH:24][C:22]2[N:23]=[C:19]([N:13]3[CH:14]=[CH:15][CH:16]=[C:11]([C:7]4[CH:6]=[C:5]5[C:10](=[CH:9][CH:8]=4)[N:2]([CH3:1])[N:3]=[CH:4]5)[C:12]3=[O:17])[S:20][C:21]=2[C:27]=1[C:28]1[CH:29]=[CH:30][C:31]([Cl:34])=[CH:32][CH:33]=1)[C:36]([O:38][CH3:39])=[O:37])([CH3:44])([CH3:42])[CH3:43]. (4) Given the reactants [CH3:1][C:2]([CH3:18])([CH3:17])[CH2:3][CH2:4][C:5]1[CH:10]=[C:9]([C:11]([F:14])([F:13])[F:12])[CH:8]=[CH:7][C:6]=1[CH2:15][NH2:16].[O-:19][C:20]#[N:21].[K+].C(O)(=O)C, predict the reaction product. The product is: [CH3:1][C:2]([CH3:18])([CH3:17])[CH2:3][CH2:4][C:5]1[CH:10]=[C:9]([C:11]([F:12])([F:13])[F:14])[CH:8]=[CH:7][C:6]=1[CH2:15][NH:16][C:20]([NH2:21])=[O:19]. (5) The product is: [C:1]([O:5][C:6](=[O:7])[NH:8][CH:9]([CH:13]1[CH2:18][CH2:17][CH2:16][CH2:15][CH2:14]1)[C:10]([N:56]1[CH2:53][CH2:55][CH2:61][C@H:59]1[C:60]1[N:51]=[N:50][N:49]([CH2:47][C:28]2[CH:29]=[CH:30][CH:31]=[CH:32][CH:33]=2)[N:65]=1)=[O:12])([CH3:2])([CH3:3])[CH3:4]. Given the reactants [C:1]([O:5][C:6]([NH:8][C@@H:9]([CH:13]1[CH2:18][CH2:17][CH2:16][CH2:15][CH2:14]1)[C:10]([OH:12])=O)=[O:7])([CH3:4])([CH3:3])[CH3:2].CN(C(ON1N=N[C:29]2[CH:30]=[CH:31][CH:32]=[CH:33][C:28]1=2)=[N+](C)C)C.F[P-](F)(F)(F)(F)F.C1C=CC2[N:51](O)[N:50]=[N:49][C:47]=2C=1.[CH:53]([N:56]([CH:59]([CH3:61])[CH3:60])CC)([CH3:55])C.CC([N:65](C)C)=O, predict the reaction product.